Dataset: Cav3 T-type calcium channel HTS with 100,875 compounds. Task: Binary Classification. Given a drug SMILES string, predict its activity (active/inactive) in a high-throughput screening assay against a specified biological target. (1) The drug is O(CCNC(=O)c1cccnc1)C(=O)Cc1ccc(cc1)C. The result is 0 (inactive). (2) The drug is S(=O)(=O)(NC1CC(NC(C1)(C)C)(C)C)c1cc(OCC)c(F)cc1. The result is 0 (inactive). (3) The drug is s1c2c(nc1NC(=O)c1c(occ1)C)ccc(OCC)c2. The result is 0 (inactive).